This data is from Reaction yield outcomes from USPTO patents with 853,638 reactions. The task is: Predict the reaction yield, written as a fraction of the theoretical maximum amount of product (1.0 means a 100% yield; for example, 0.34 means a 34% yield). (1) The reactants are [CH3:1][O:2][C:3]1[CH:4]=[C:5]2[C:10](=[CH:11][C:12]=1[O:13][CH3:14])[N:9]=[CH:8][CH:7]=[C:6]2[O:15][C:16]1[CH:22]=[CH:21][C:19]([NH2:20])=[CH:18][CH:17]=1.C1(C)C=CC=CC=1.C(N(CC)CC)C.Cl[C:38](Cl)([O:40]C(=O)OC(Cl)(Cl)Cl)Cl.[F:49][C:50]1[CH:58]=[CH:57][C:53]([CH:54]([OH:56])[CH3:55])=[CH:52][CH:51]=1. The catalyst is C(Cl)Cl. The product is [CH3:1][O:2][C:3]1[CH:4]=[C:5]2[C:10](=[CH:11][C:12]=1[O:13][CH3:14])[N:9]=[CH:8][CH:7]=[C:6]2[O:15][C:16]1[CH:22]=[CH:21][C:19]([NH:20][C:38](=[O:40])[O:56][CH:54]([C:53]2[CH:57]=[CH:58][C:50]([F:49])=[CH:51][CH:52]=2)[CH3:55])=[CH:18][CH:17]=1. The yield is 0.730. (2) The reactants are Cl.[F:2][C:3]1[CH:8]=[CH:7][C:6]([CH:9]2[CH2:13][CH2:12][NH:11][CH2:10]2)=[CH:5][CH:4]=1.[F:14][C:15]1[CH:20]=[CH:19][C:18]([C:21]2[O:22][C:23]3[CH:33]=[CH:32][C:31]([C:34]4[CH:35]=[C:36]([CH:40]=[CH:41][CH:42]=4)[C:37](O)=[O:38])=[CH:30][C:24]=3[C:25]=2[C:26](=[O:29])[NH:27][CH3:28])=[CH:17][CH:16]=1.CN(C(ON1N=NC2C=CC=NC1=2)=[N+](C)C)C.F[P-](F)(F)(F)(F)F.CCN(C(C)C)C(C)C. The catalyst is CN(C=O)C.CO. The product is [F:14][C:15]1[CH:20]=[CH:19][C:18]([C:21]2[O:22][C:23]3[CH:33]=[CH:32][C:31]([C:34]4[CH:42]=[CH:41][CH:40]=[C:36]([C:37]([N:11]5[CH2:12][CH2:13][CH:9]([C:6]6[CH:5]=[CH:4][C:3]([F:2])=[CH:8][CH:7]=6)[CH2:10]5)=[O:38])[CH:35]=4)=[CH:30][C:24]=3[C:25]=2[C:26]([NH:27][CH3:28])=[O:29])=[CH:17][CH:16]=1. The yield is 0.790. (3) The reactants are [NH2:1][C:2]1[CH:7]=[N:6][C:5]([Br:8])=[CH:4][N:3]=1.N1C=CC=CC=1.[CH3:15][C:16]([CH3:21])([CH3:20])[C:17](Cl)=[O:18]. The catalyst is C(Cl)Cl. The product is [Br:8][C:5]1[N:6]=[CH:7][C:2]([NH:1][C:17](=[O:18])[C:16]([CH3:21])([CH3:20])[CH3:15])=[N:3][CH:4]=1. The yield is 0.820. (4) The reactants are [Cl:1][C:2]1[CH:10]=[CH:9][C:5]([C:6]([OH:8])=O)=[CH:4][N:3]=1.[NH2:11][CH2:12][C:13]1[CH:20]=[CH:19][C:16]([C:17]#[N:18])=[CH:15][CH:14]=1.C(Cl)CCl.CCN(C(C)C)C(C)C. The catalyst is C(Cl)Cl.CCOC(C)=O. The product is [Cl:1][C:2]1[CH:10]=[CH:9][C:5]([C:6]([NH:18][CH2:17][C:16]2[CH:19]=[CH:20][C:13]([C:12]#[N:11])=[CH:14][CH:15]=2)=[O:8])=[CH:4][N:3]=1. The yield is 0.638. (5) The reactants are [F:1][C:2]([F:25])([F:24])[C@H:3]1[CH2:8][CH2:7][C@H:6]([NH:9][C:10](=[O:23])[C:11]2[CH:16]=[C:15]([N+:17]([O-])=O)[C:14]([NH:20][CH3:21])=[CH:13][C:12]=2[F:22])[CH2:5][CH2:4]1. The catalyst is [Pd]. The product is [F:24][C:2]([F:1])([F:25])[C@H:3]1[CH2:4][CH2:5][C@H:6]([NH:9][C:10](=[O:23])[C:11]2[CH:16]=[C:15]([NH2:17])[C:14]([NH:20][CH3:21])=[CH:13][C:12]=2[F:22])[CH2:7][CH2:8]1. The yield is 0.980. (6) The reactants are P(Cl)(Cl)([Cl:3])=O.[Cl:6][C:7]1[CH:16]=[C:15]2[C:10]([C:11](O)=[CH:12][CH:13]=[N:14]2)=[CH:9][CH:8]=1. No catalyst specified. The product is [Cl:3][C:11]1[C:10]2[C:15](=[CH:16][C:7]([Cl:6])=[CH:8][CH:9]=2)[N:14]=[CH:13][CH:12]=1. The yield is 0.885. (7) The reactants are O=[C:2]1[CH2:7][CH2:6][N:5]([C:8]([O:10][C:11]([CH3:14])([CH3:13])[CH3:12])=[O:9])[CH2:4][CH:3]1[C:15]([O:17][CH2:18][CH3:19])=[O:16].[CH3:20][C@@H:21]([NH2:28])[C:22]1[CH:27]=[CH:26][CH:25]=[CH:24][CH:23]=1.O. The catalyst is C1(C)C=CC=CC=1. The product is [C:22]1([CH:21]([NH:28][C:2]2[CH2:7][CH2:6][N:5]([C:8]([O:10][C:11]([CH3:14])([CH3:13])[CH3:12])=[O:9])[CH2:4][C:3]=2[C:15]([O:17][CH2:18][CH3:19])=[O:16])[CH3:20])[CH:27]=[CH:26][CH:25]=[CH:24][CH:23]=1. The yield is 0.810. (8) The reactants are [C:1]([O:5][C:6]([N:8]([CH3:14])[CH2:9][CH2:10][C:11]([OH:13])=O)=[O:7])([CH3:4])([CH3:3])[CH3:2].F[P-](F)(F)(F)(F)F.N1(OC(N(C)C)=[N+](C)C)C2N=CC=CC=2N=N1.C(N(C(C)C)CC)(C)C.[NH2:48][C:49]1[CH:54]=[CH:53][C:52]([NH:55][C:56]2[O:60][C:59]([C:61]3[C:66]([F:67])=[CH:65][CH:64]=[CH:63][C:62]=3[F:68])=[N:58][C:57]=2[C:69]#[N:70])=[CH:51][CH:50]=1. The catalyst is CN(C=O)C. The product is [C:69]([C:57]1[N:58]=[C:59]([C:61]2[C:62]([F:68])=[CH:63][CH:64]=[CH:65][C:66]=2[F:67])[O:60][C:56]=1[NH:55][C:52]1[CH:51]=[CH:50][C:49]([NH:48][C:11](=[O:13])[CH2:10][CH2:9][N:8]([CH3:14])[C:6](=[O:7])[O:5][C:1]([CH3:2])([CH3:3])[CH3:4])=[CH:54][CH:53]=1)#[N:70]. The yield is 0.440. (9) The reactants are [N:1]1[C:6]2[CH2:7][CH2:8][N:9]([CH2:11][CH2:12][CH2:13][CH2:14][O:15][C:16]3[CH:25]=[C:24]4[C:19]([CH2:20][CH2:21][C:22](=[O:26])[NH:23]4)=[CH:18][CH:17]=3)[CH2:10][C:5]=2[CH:4]=[N:3][CH:2]=1.[C:27]1(N2C=C3CNCCC3=N2)[CH:32]=[CH:31]C=[CH:29][CH:28]=1. No catalyst specified. The product is [C:2]1([N:3]2[CH:4]=[C:5]3[CH2:10][N:9]([CH2:11][CH2:12][CH2:13][CH2:14][O:15][C:16]4[CH:25]=[C:24]5[C:19]([CH2:20][CH2:21][C:22](=[O:26])[NH:23]5)=[CH:18][CH:17]=4)[CH2:8][CH2:7][C:6]3=[N:1]2)[CH:31]=[CH:32][CH:27]=[CH:28][CH:29]=1. The yield is 0.420.